Dataset: Forward reaction prediction with 1.9M reactions from USPTO patents (1976-2016). Task: Predict the product of the given reaction. (1) Given the reactants [NH:1]1[CH:7]=[CH:6][CH:5]=[CH:4][CH:3]=[CH:2]1.[C:8](OC(=O)C)(=[O:10])[CH3:9], predict the reaction product. The product is: [N:1]1([C:8](=[O:10])[CH3:9])[CH2:7][CH2:6][CH2:5][CH2:4][CH2:3][CH2:2]1. (2) Given the reactants [CH3:1][O:2][C:3](=[O:22])[C:4]1[CH:16]=[C:15]([NH:17][S:18]([CH3:21])(=[O:20])=[O:19])[CH:14]=[C:6]([C:7]([N:9]([CH3:13])[CH2:10][CH2:11][CH3:12])=[O:8])[CH:5]=1.IC.[C:25](=O)([O-])[O-].[K+].[K+], predict the reaction product. The product is: [CH3:1][O:2][C:3](=[O:22])[C:4]1[CH:16]=[C:15]([N:17]([S:18]([CH3:21])(=[O:19])=[O:20])[CH3:25])[CH:14]=[C:6]([C:7]([N:9]([CH3:13])[CH2:10][CH2:11][CH3:12])=[O:8])[CH:5]=1. (3) Given the reactants [CH3:1][CH:2]1[C:8]2[CH:9]=[C:10]3[NH:16][CH2:15][CH2:14][O:13][C:11]3=[CH:12][C:7]=2[CH2:6][CH2:5][N:4]([C:17]([O:19][C:20]([CH3:23])([CH3:22])[CH3:21])=[O:18])[CH2:3]1.BrN1[C:29](=O)[CH2:28][CH2:27]C1=O.C1(OB(O)O)CC1.P([O-])([O-])([O-])=O.[K+].[K+].[K+].C1(P(C2CCCCC2)C2CCCCC2)CCCCC1, predict the reaction product. The product is: [CH:27]1([C:9]2[C:8]3[CH:2]([CH3:1])[CH2:3][N:4]([C:17]([O:19][C:20]([CH3:22])([CH3:21])[CH3:23])=[O:18])[CH2:5][CH2:6][C:7]=3[CH:12]=[C:11]3[O:13][CH2:14][CH2:15][NH:16][C:10]=23)[CH2:28][CH2:29]1. (4) The product is: [OH:25][CH:26]1[CH2:30][CH2:29][N:28]([CH2:22][C:17]2[CH:16]=[C:15]3[C:20]([CH:21]=[C:12]([C:10]4[N:11]=[C:7]([C:4]5[CH:3]=[CH:2][N:1]=[CH:6][CH:5]=5)[S:8][CH:9]=4)[C:13](=[O:24])[NH:14]3)=[CH:19][CH:18]=2)[CH2:27]1. Given the reactants [N:1]1[CH:6]=[CH:5][C:4]([C:7]2[S:8][CH:9]=[C:10]([C:12]3[C:13](=[O:24])[NH:14][C:15]4[C:20]([CH:21]=3)=[CH:19][CH:18]=[C:17]([CH:22]=O)[CH:16]=4)[N:11]=2)=[CH:3][CH:2]=1.[OH:25][CH:26]1[CH2:30][CH2:29][NH:28][CH2:27]1, predict the reaction product. (5) The product is: [CH3:20][N:16]1[C:15]([C@H:8]([C:5]2[CH:4]=[CH:3][C:2]([O:1][CH2:22][C:23]3[CH:32]=[CH:31][C:30]4[C:29]([CH3:34])([CH3:33])[CH2:28][CH2:27][C:26]([CH3:36])([CH3:35])[C:25]=4[CH:24]=3)=[CH:7][CH:6]=2)[CH2:9][C:10]([OH:12])=[O:11])=[CH:19][N:18]=[N:17]1. Given the reactants [OH:1][C:2]1[CH:7]=[CH:6][C:5]([C@@H:8]([C:15]2[N:16]([CH3:20])[N:17]=[N:18][CH:19]=2)[CH2:9][C:10]([O:12]CC)=[O:11])=[CH:4][CH:3]=1.Br[CH2:22][C:23]1[CH:24]=[C:25]2[C:30](=[CH:31][CH:32]=1)[C:29]([CH3:34])([CH3:33])[CH2:28][CH2:27][C:26]2([CH3:36])[CH3:35].C(=O)([O-])[O-].[Cs+].[Cs+].[Li+].[OH-], predict the reaction product. (6) Given the reactants F[C:2]1[C:7]([C:8]2[N:16]=[CH:15][N:14]=[C:13]3[C:9]=2[N:10]=[CH:11][N:12]3[CH:17]2[CH2:22][CH2:21][CH2:20][CH2:19][O:18]2)=[CH:6][CH:5]=[CH:4][N:3]=1.[NH2:23][C:24]1[C:25]([Cl:38])=[C:26]([NH:31][S:32]([CH2:35][CH2:36][CH3:37])(=[O:34])=[O:33])[CH:27]=[CH:28][C:29]=1[F:30], predict the reaction product. The product is: [Cl:38][C:25]1[C:24]([NH:23][C:2]2[C:7]([C:8]3[N:16]=[CH:15][N:14]=[C:13]4[C:9]=3[N:10]=[CH:11][N:12]4[CH:17]3[CH2:22][CH2:21][CH2:20][CH2:19][O:18]3)=[CH:6][CH:5]=[CH:4][N:3]=2)=[C:29]([F:30])[CH:28]=[CH:27][C:26]=1[NH:31][S:32]([CH2:35][CH2:36][CH3:37])(=[O:34])=[O:33].